This data is from Peptide-MHC class I binding affinity with 185,985 pairs from IEDB/IMGT. The task is: Regression. Given a peptide amino acid sequence and an MHC pseudo amino acid sequence, predict their binding affinity value. This is MHC class I binding data. (1) The peptide sequence is DEHLRGFSK. The MHC is HLA-A02:01 with pseudo-sequence HLA-A02:01. The binding affinity (normalized) is 0. (2) The peptide sequence is NHINVELSC. The binding affinity (normalized) is 0.362. The MHC is HLA-B38:01 with pseudo-sequence HLA-B38:01.